This data is from Catalyst prediction with 721,799 reactions and 888 catalyst types from USPTO. The task is: Predict which catalyst facilitates the given reaction. (1) The catalyst class is: 768. Reactant: [NH2:1][C:2]1[N:3]=[CH:4][C:5]2[C:10]([CH:11]=1)=[CH:9][CH:8]=[C:7]([C:12]1[CH:13]=[C:14]([CH:18]=[CH:19][C:20]=1[CH3:21])[C:15](O)=[O:16])[CH:6]=2.[CH:22]1([NH2:26])[CH2:25][CH2:24][CH2:23]1.F[P-](F)(F)(F)(F)F.N1(O[P+](N2CCCC2)(N2CCCC2)N2CCCC2)C2N=CC=CC=2N=N1.C(N(CC)C(C)C)(C)C.CN(C)C=O. Product: [NH2:1][C:2]1[N:3]=[CH:4][C:5]2[C:10]([CH:11]=1)=[CH:9][CH:8]=[C:7]([C:12]1[CH:13]=[C:14]([CH:18]=[CH:19][C:20]=1[CH3:21])[C:15]([NH:26][CH:22]1[CH2:25][CH2:24][CH2:23]1)=[O:16])[CH:6]=2. (2) Reactant: [F:1][C:2]([F:7])([F:6])[C:3]([OH:5])=[O:4].[C:8]([C:11]1[CH:16]=[CH:15][C:14]([NH:17][CH:18]([C:22]2[CH:27]=[C:26]([O:28][CH3:29])[C:25]([OH:30])=[C:24]([O:31][CH3:32])[CH:23]=2)[C:19]([OH:21])=O)=[CH:13][CH:12]=1)(=[NH:10])[NH2:9].O[N:34]1[C:38]2[CH:39]=[CH:40][CH:41]=[CH:42][C:37]=2N=[N:35]1.Cl.C(N=C=NCCCN(C)C)C.C1(NN)C=CC=CC=1. The catalyst class is: 9. Product: [F:1][C:2]([F:7])([F:6])[C:3]([OH:5])=[O:4].[OH:30][C:25]1[C:26]([O:28][CH3:29])=[CH:27][C:22]([CH:18]([NH:17][C:14]2[CH:15]=[CH:16][C:11]([C:8]([NH2:9])=[NH:10])=[CH:12][CH:13]=2)[C:19]([NH:35][NH:34][C:38]2[CH:39]=[CH:40][CH:41]=[CH:42][CH:37]=2)=[O:21])=[CH:23][C:24]=1[O:31][CH3:32]. (3) Reactant: [Br:1][CH2:2][C:3]1[CH:8]=[CH:7][CH:6]=[CH:5][C:4]=1[CH2:9][C:10]([OH:12])=[O:11].[CH3:13][Si](C=[N+]=[N-])(C)C. Product: [Br:1][CH2:2][C:3]1[CH:8]=[CH:7][CH:6]=[CH:5][C:4]=1[CH2:9][C:10]([O:12][CH3:13])=[O:11]. The catalyst class is: 1.